This data is from Catalyst prediction with 721,799 reactions and 888 catalyst types from USPTO. The task is: Predict which catalyst facilitates the given reaction. (1) The catalyst class is: 19. Reactant: [CH3:1][O:2][C:3](=[O:21])[C:4]1[CH:9]=[CH:8][C:7]([NH:10][CH:11]2[CH2:16][CH2:15][CH2:14][CH2:13][CH:12]2[CH3:17])=[C:6]([N+:18]([O-])=O)[CH:5]=1. Product: [CH3:1][O:2][C:3](=[O:21])[C:4]1[CH:9]=[CH:8][C:7]([NH:10][CH:11]2[CH2:16][CH2:15][CH2:14][CH2:13][CH:12]2[CH3:17])=[C:6]([NH2:18])[CH:5]=1. (2) Reactant: Cl[CH:2]([C:14]1[CH:19]=[CH:18][CH:17]=[CH:16][CH:15]=1)[C:3]([C:5]1[C:13]2[C:8](=[CH:9][CH:10]=[CH:11][CH:12]=2)[NH:7][CH:6]=1)=[O:4].[CH3:20][NH:21][C:22]1[CH:27]=[CH:26][CH:25]=[C:24]([O:28][CH3:29])[CH:23]=1.CCN(C(C)C)C(C)C. Product: [NH:7]1[C:8]2[C:13](=[CH:12][CH:11]=[CH:10][CH:9]=2)[C:5]([C:3](=[O:4])[CH:2]([N:21]([C:22]2[CH:27]=[CH:26][CH:25]=[C:24]([O:28][CH3:29])[CH:23]=2)[CH3:20])[C:14]2[CH:19]=[CH:18][CH:17]=[CH:16][CH:15]=2)=[CH:6]1. The catalyst class is: 10. (3) Reactant: [CH3:1][N:2]([CH3:12])[C:3]1[CH:4]=[CH:5][C:6]([OH:11])=[C:7]([CH:10]=1)[CH:8]=O.Cl.[CH3:14][NH:15][CH2:16][CH2:17][C:18]1[CH:23]=[CH:22][C:21]([N+:24]([O-:26])=[O:25])=[CH:20][CH:19]=1.C(N(CC)CC)C.[BH4-].[Na+]. Product: [CH3:1][N:2]([CH3:12])[C:3]1[CH:4]=[CH:5][C:6]([OH:11])=[C:7]([CH2:8][N:15]([CH3:14])[CH2:16][CH2:17][C:18]2[CH:19]=[CH:20][C:21]([N+:24]([O-:26])=[O:25])=[CH:22][CH:23]=2)[CH:10]=1. The catalyst class is: 5. (4) Reactant: [N:1]([CH:4]([C:6]1[CH:15]=[CH:14][C:13]2[C:8](=[CH:9][CH:10]=[CH:11][CH:12]=2)[C:7]=1[C:16]1[CH:21]=[CH:20][CH:19]=[C:18]([F:22])[CH:17]=1)[CH3:5])=[N+]=[N-].[H][H]. Product: [F:22][C:18]1[CH:17]=[C:16]([C:7]2[C:8]3[C:13](=[CH:12][CH:11]=[CH:10][CH:9]=3)[CH:14]=[CH:15][C:6]=2[CH:4]([NH2:1])[CH3:5])[CH:21]=[CH:20][CH:19]=1. The catalyst class is: 19.